Dataset: Reaction yield outcomes from USPTO patents with 853,638 reactions. Task: Predict the reaction yield, written as a fraction of the theoretical maximum amount of product (1.0 means a 100% yield; for example, 0.34 means a 34% yield). (1) The reactants are [Br:1][C:2]1[C:7]([O:8][CH3:9])=[CH:6][C:5]([C:10](=[O:13])[CH2:11][CH3:12])=[CH:4][C:3]=1[O:14][CH3:15].[Br-:16].[Br-].[Br-].[NH+]1C=CC=CC=1.[NH+]1C=CC=CC=1.[NH+]1C=CC=CC=1.C([O-])(O)=O.[Na+]. The catalyst is C1COCC1. The product is [Br:16][CH:11]([CH3:12])[C:10]([C:5]1[CH:6]=[C:7]([O:8][CH3:9])[C:2]([Br:1])=[C:3]([O:14][CH3:15])[CH:4]=1)=[O:13]. The yield is 0.560. (2) The reactants are B(F)(F)F.CCOCC.[OH:10][C:11]1[C:20]([CH3:21])=[C:19]2[C:14]([CH:15]=[C:16]([NH:23][C:24](=[O:33])[O:25][CH2:26][C:27]3[CH:32]=[CH:31][CH:30]=[CH:29][CH:28]=3)[C:17](=[O:22])[O:18]2)=[C:13]([O:34][CH3:35])[CH:12]=1.ClC(Cl)(Cl)C(=N)O[C@H:40]1[C@@H:45]2[O:46][C:47](=[O:49])[O:48][C@@H:44]2[C@@H:43]([O:50][CH3:51])[C:42]([CH3:53])([CH3:52])[O:41]1.C(N(CC)CC)C. The catalyst is C(Cl)Cl. The product is [CH3:35][O:34][C:13]1[CH:12]=[C:11]([O:10][C@H:40]2[C@@H:45]3[O:46][C:47](=[O:49])[O:48][C@@H:44]3[C@@H:43]([O:50][CH3:51])[C:42]([CH3:53])([CH3:52])[O:41]2)[C:20]([CH3:21])=[C:19]2[C:14]=1[CH:15]=[C:16]([NH:23][C:24](=[O:33])[O:25][CH2:26][C:27]1[CH:28]=[CH:29][CH:30]=[CH:31][CH:32]=1)[C:17](=[O:22])[O:18]2. The yield is 0.740. (3) The reactants are [F:1][C:2]([F:20])([F:19])[C:3]1[CH:18]=[CH:17][C:6]([CH2:7][NH:8][C:9]2[N:14]=[CH:13][C:12]([CH:15]=[O:16])=[CH:11][CH:10]=2)=[CH:5][CH:4]=1.[C:21]([O:25][C:26](O[C:26]([O:25][C:21]([CH3:24])([CH3:23])[CH3:22])=[O:27])=[O:27])([CH3:24])([CH3:23])[CH3:22].C(N(CC)C(C)C)(C)C.C(N(CC)C1C=CN=CC=1)C. The catalyst is ClCCl. The product is [C:21]([O:25][C:26](=[O:27])[N:8]([C:9]1[CH:10]=[CH:11][C:12]([CH:15]=[O:16])=[CH:13][N:14]=1)[CH2:7][C:6]1[CH:17]=[CH:18][C:3]([C:2]([F:1])([F:19])[F:20])=[CH:4][CH:5]=1)([CH3:24])([CH3:23])[CH3:22]. The yield is 0.870. (4) The reactants are O.O.Cl[Sn]Cl.Cl.[N+:7]([C:10]1[CH:11]=[C:12]([C:17]2[CH:23]=[CH:22][C:20]([NH2:21])=[C:19]([N+:24]([O-])=O)[CH:18]=2)[CH:13]=[CH:14][C:15]=1[NH2:16])([O-])=O. No catalyst specified. The product is [NH2:7][C:10]1[CH:11]=[C:12]([C:17]2[CH:23]=[CH:22][C:20]([NH2:21])=[C:19]([NH2:24])[CH:18]=2)[CH:13]=[CH:14][C:15]=1[NH2:16]. The yield is 0.700. (5) The reactants are [CH2:1]([O:3][C:4]1[CH:13]=[CH:12][C:11]([N+:14]([O-])=O)=[CH:10][C:5]=1[C:6]([NH:8][OH:9])=[O:7])[CH3:2].CO. The catalyst is CCO.[Pd]. The product is [NH2:14][C:11]1[CH:12]=[CH:13][C:4]([O:3][CH2:1][CH3:2])=[C:5]([CH:10]=1)[C:6]([NH:8][OH:9])=[O:7]. The yield is 0.730. (6) The catalyst is O.C(O)(C)(C)C.C(Cl)Cl.O1CCOCC1. The yield is 0.830. The reactants are Cl([O-])=O.[Na+].O.P([O-])(O)(O)=O.[Na+].[CH2:12]([O:15][C:16]1[C:17]([CH:48]=[O:49])=[C:18]([CH:41]=[CH:42][C:43]=1[C:44]([F:47])([F:46])[F:45])[CH2:19][O:20][C:21]1[CH:26]=[CH:25][C:24]([C:27]2[CH:32]=[CH:31][C:30]([CH2:33][C:34]([O:36][CH2:37][CH:38]=[CH2:39])=[O:35])=[C:29]([F:40])[CH:28]=2)=[CH:23][CH:22]=1)[CH:13]=[CH2:14].[CH3:50][C:51](=[CH:53]C)[CH3:52].S([O-])([O-])(=[O:57])=S.[Na+].[Na+].Cl.CC(C)=C.S(=O)(=O)(O)O.C(=O)([O-])O.[Na+]. The product is [CH2:12]([O:15][C:16]1[C:43]([C:44]([F:46])([F:47])[F:45])=[CH:42][CH:41]=[C:18]([CH2:19][O:20][C:21]2[CH:22]=[CH:23][C:24]([C:27]3[CH:32]=[CH:31][C:30]([CH2:33][C:34]([O:36][CH2:37][CH:38]=[CH2:39])=[O:35])=[C:29]([F:40])[CH:28]=3)=[CH:25][CH:26]=2)[C:17]=1[C:48]([O:57][C:51]([CH3:53])([CH3:52])[CH3:50])=[O:49])[CH:13]=[CH2:14]. (7) The reactants are C[N:2]1CCNCC1C1C=CC(N)=CC=1.O[C:16]1[C:24]2N=N[NH:21][C:20]=2[CH:19]=[CH:18][CH:17]=1.Cl.CN(C)CCCN=C=NCC.[CH2:37]([N:39]([CH2:42][CH3:43])[CH2:40][CH3:41])C.[N+:44]([C:47]1[CH:52]=[CH:51][C:50]([CH2:53][CH2:54][CH2:55][C:56]([OH:58])=O)=[CH:49][CH:48]=1)([O-:46])=[O:45]. The catalyst is ClCCl.O. The product is [N+:44]([C:47]1[CH:52]=[CH:51][C:50]([CH2:53][CH2:54][CH2:55][C:56]([NH:2][C:17]2[CH:16]=[CH:24][C:20]([N:21]3[CH2:43][CH2:42][N:39]([CH3:37])[CH2:40][CH2:41]3)=[CH:19][CH:18]=2)=[O:58])=[CH:49][CH:48]=1)([O-:46])=[O:45]. The yield is 0.840.